From a dataset of Peptide-MHC class I binding affinity with 185,985 pairs from IEDB/IMGT. Regression. Given a peptide amino acid sequence and an MHC pseudo amino acid sequence, predict their binding affinity value. This is MHC class I binding data. The peptide sequence is ELIKAMNHF. The MHC is HLA-B15:17 with pseudo-sequence HLA-B15:17. The binding affinity (normalized) is 0.243.